Dataset: Full USPTO retrosynthesis dataset with 1.9M reactions from patents (1976-2016). Task: Predict the reactants needed to synthesize the given product. (1) Given the product [Cl:1][C:2]1[S:6][C:5]([C:7]2[N:12]=[C:11]([NH:36][C:35]3[CH:34]=[CH:33][C:32]([B:27]4[O:28][C:29]([CH3:31])([CH3:30])[C:25]([CH3:39])([CH3:24])[O:26]4)=[CH:38][CH:37]=3)[C:10]([CH2:21][CH3:22])=[C:9]([CH3:23])[N:8]=2)=[CH:4][CH:3]=1, predict the reactants needed to synthesize it. The reactants are: [Cl:1][C:2]1[S:6][C:5]([C:7]2[N:12]=[C:11](OS(C(F)(F)F)(=O)=O)[C:10]([CH2:21][CH3:22])=[C:9]([CH3:23])[N:8]=2)=[CH:4][CH:3]=1.[CH3:24][C:25]1([CH3:39])[C:29]([CH3:31])([CH3:30])[O:28][B:27]([C:32]2[CH:38]=[CH:37][C:35]([NH2:36])=[CH:34][CH:33]=2)[O:26]1.CS(C)=O. (2) Given the product [Br:1][C:2]1[CH:7]=[C:6]2[C:5]([N:9]=[CH:12][CH:17]=[N:8]2)=[C:4]([F:10])[CH:3]=1, predict the reactants needed to synthesize it. The reactants are: [Br:1][C:2]1[CH:7]=[C:6]([NH2:8])[C:5]([NH2:9])=[C:4]([F:10])[CH:3]=1.O[CH:12]1[CH:17](O)OCCO1. (3) Given the product [OH:16][C:14]1[C:13]2[C:8](=[CH:9][C:10]([CH3:20])=[CH:11][CH:12]=2)[CH:7]=[C:6]([C:4]([OH:5])=[O:3])[CH:15]=1, predict the reactants needed to synthesize it. The reactants are: C([O:3][C:4]([C:6]1[CH:15]=[C:14]([O:16]C(=O)C)[C:13]2[C:8](=[CH:9][C:10]([CH3:20])=[CH:11][CH:12]=2)[CH:7]=1)=[O:5])C.[OH-].[Na+].Cl. (4) Given the product [CH3:37][O:38][C:27]1[CH:26]=[C:25]([S:22]([N:20]([CH3:21])[CH:19]2[C:13]3[CH:12]=[CH:11][CH:10]=[C:9]([O:8][CH2:7][C:6]([OH:36])=[O:5])[C:14]=3[CH2:15][CH2:16][CH2:17][CH2:18]2)(=[O:23])=[O:24])[CH:30]=[C:29]([C:31]([F:33])([F:34])[F:32])[CH:28]=1, predict the reactants needed to synthesize it. The reactants are: C([O:5][C:6](=[O:36])[CH2:7][O:8][C:9]1[C:14]2[CH2:15][CH2:16][CH2:17][CH2:18][CH:19]([N:20]([S:22]([C:25]3[CH:30]=[C:29]([C:31]([F:34])([F:33])[F:32])[CH:28]=[C:27](F)[CH:26]=3)(=[O:24])=[O:23])[CH3:21])[C:13]=2[CH:12]=[CH:11][CH:10]=1)(C)(C)C.[CH3:37][O-:38].[Na+]. (5) Given the product [C:34]([OH:37])(=[O:36])/[CH:35]=[CH:29]\[C:30]([OH:25])=[O:12].[S:1]1[C:5]2[CH:6]=[CH:7][C:8]([CH2:10][CH2:11][O:12][CH2:13][CH2:14][CH2:15][N:17]3[CH2:20][CH:19]([OH:21])[CH2:18]3)=[CH:9][C:4]=2[CH:3]=[CH:2]1, predict the reactants needed to synthesize it. The reactants are: [S:1]1[C:5]2[CH:6]=[CH:7][C:8]([CH2:10][CH2:11][O:12][CH2:13][CH2:14][C:15]([N:17]3[CH2:20][CH:19]([OH:21])[CH2:18]3)=O)=[CH:9][C:4]=2[CH:3]=[CH:2]1.[BH4-].[Na+].Cl.[O:25]1[CH2:30][CH2:29]OCC1.Cl.[OH-].[Na+].[C:34]([O:37]CC)(=[O:36])[CH3:35]. (6) Given the product [C:20]([NH:19][CH2:18][CH2:17][C:14]1[C:13]2[CH:23]=[C:9]([C:7]([OH:2])=[O:8])[CH:10]=[CH:11][C:12]=2[O:16][CH:15]=1)(=[O:22])[CH3:21], predict the reactants needed to synthesize it. The reactants are: [Mn]([O-])(=O)(=O)=[O:2].[K+].[CH:7]([C:9]1[CH:10]=[CH:11][C:12]2[O:16][CH:15]=[C:14]([CH2:17][CH2:18][NH:19][C:20](=[O:22])[CH3:21])[C:13]=2[CH:23]=1)=[O:8].